Dataset: Forward reaction prediction with 1.9M reactions from USPTO patents (1976-2016). Task: Predict the product of the given reaction. (1) Given the reactants Cl.[C:2]([C:4]1([NH:7][C:8]([C@@H:10]2[CH2:14][C@@H:13]([S:15]([C:18]3[CH:23]=[CH:22][CH:21]=[CH:20][C:19]=3[C:24]([F:27])([F:26])[F:25])(=[O:17])=[O:16])[CH2:12][NH:11]2)=[O:9])[CH2:6][CH2:5]1)#[N:3].[C:28](O[C:28](=[O:31])[CH2:29][CH3:30])(=[O:31])[CH2:29][CH3:30], predict the reaction product. The product is: [C:2]([C:4]1([NH:7][C:8]([C@@H:10]2[CH2:14][C@@H:13]([S:15]([C:18]3[CH:23]=[CH:22][CH:21]=[CH:20][C:19]=3[C:24]([F:27])([F:25])[F:26])(=[O:17])=[O:16])[CH2:12][N:11]2[C:28](=[O:31])[CH2:29][CH3:30])=[O:9])[CH2:5][CH2:6]1)#[N:3]. (2) Given the reactants [CH:1]([C:3]1C=CC(C#N)=[CH:5][C:4]=1[O:11][CH3:12])=O.NC1C=CN[C:16](=[O:20])[CH:15]=1.FC(F)(F)C(=O)[CH2:24][C:25](OCC=C)=[O:26].N1C=CC=CC1.[C:40]([C:42]1[CH:47]=[CH:46][C:45]([CH:48]2[C:57]3[C:56](=[O:58])[NH:55][CH:54]=[CH:53][C:52]=3[NH:51][C:50](O)([C:59]([F:62])([F:61])[F:60])[CH:49]2[C:64]([O:66][CH2:67][CH:68]=[CH2:69])=[O:65])=[C:44]([O:70][CH3:71])[CH:43]=1)#[N:41], predict the reaction product. The product is: [C:40]([C:42]1[CH:47]=[CH:46][C:45]([CH:48]2[C:57]3[C:52](=[CH:53][CH:54]=[N:55][C:56]=3[O:58][CH2:1][CH3:3])[NH:51][C:50]([C:59]([F:62])([F:60])[F:61])=[C:49]2[C:64]([O:66][CH2:67][CH:68]=[CH2:69])=[O:65])=[C:44]([O:70][CH3:71])[CH:43]=1)#[N:41].[CH:12]([O:11][CH2:4][CH3:5])([O:20][CH2:16][CH3:15])[O:26][CH2:25][CH3:24]. (3) Given the reactants I[C:2]1[CH:3]=[CH:4][C:5]([N:8]2[CH:13]=[CH:12][CH:11]=[CH:10][C:9]2=[O:14])=[N:6][CH:7]=1.[NH:15]1[CH:19]=[C:18]([CH2:20][NH:21][C:22]([C:24]2[S:25][C:26]([Cl:29])=[CH:27][CH:28]=2)=[O:23])[N:17]=[CH:16]1.OC1C=CC=C2C=1N=CC=C2.C([O-])([O-])=O.[K+].[K+], predict the reaction product. The product is: [Cl:29][C:26]1[S:25][C:24]([C:22]([NH:21][CH2:20][C:18]2[N:17]=[CH:16][N:15]([C:2]3[CH:7]=[N:6][C:5]([N:8]4[CH:13]=[CH:12][CH:11]=[CH:10][C:9]4=[O:14])=[CH:4][CH:3]=3)[CH:19]=2)=[O:23])=[CH:28][CH:27]=1. (4) Given the reactants Cl.[C:2]([C:4]1([NH:7][C:8]([C@@H:10]2[CH2:14][C@@H:13]([S:15]([C:18]3[CH:23]=[CH:22][CH:21]=[CH:20][C:19]=3[Cl:24])(=[O:17])=[O:16])[CH2:12][NH:11]2)=[O:9])[CH2:6][CH2:5]1)#[N:3].O([CH2:33][C:34]([F:37])([F:36])[F:35])S(C(F)(F)F)(=O)=O, predict the reaction product. The product is: [C:2]([C:4]1([NH:7][C:8]([C@@H:10]2[CH2:14][C@@H:13]([S:15]([C:18]3[CH:23]=[CH:22][CH:21]=[CH:20][C:19]=3[Cl:24])(=[O:17])=[O:16])[CH2:12][N:11]2[CH2:33][C:34]([F:37])([F:36])[F:35])=[O:9])[CH2:6][CH2:5]1)#[N:3]. (5) Given the reactants [CH2:1]([O:3][C:4]([C:6]1[CH:7]=[N:8][NH:9][C:10](=[O:12])[CH:11]=1)=[O:5])[CH3:2].[C:13](=O)([O-])[O-].[K+].[K+].CI.C(OCC)(=O)C, predict the reaction product. The product is: [CH2:1]([O:3][C:4]([C:6]1[CH:7]=[N:8][N:9]([CH3:13])[C:10](=[O:12])[CH:11]=1)=[O:5])[CH3:2].